Dataset: Catalyst prediction with 721,799 reactions and 888 catalyst types from USPTO. Task: Predict which catalyst facilitates the given reaction. (1) Reactant: [CH2:1]([NH:8][CH2:9][CH2:10][NH:11][CH2:12][C:13]1[CH:18]=[CH:17][CH:16]=[CH:15][CH:14]=1)[C:2]1[CH:7]=[CH:6][CH:5]=[CH:4][CH:3]=1.CCN(CC)CC.Br[CH:27]([CH2:33]Br)[C:28]([O:30][CH2:31][CH3:32])=[O:29]. Product: [CH2:1]([N:8]1[CH2:9][CH2:10][N:11]([CH2:12][C:13]2[CH:18]=[CH:17][CH:16]=[CH:15][CH:14]=2)[CH2:33][CH:27]1[C:28]([O:30][CH2:31][CH3:32])=[O:29])[C:2]1[CH:3]=[CH:4][CH:5]=[CH:6][CH:7]=1. The catalyst class is: 11. (2) Reactant: Br[C:2]1[C:15]2[C:14](=[O:16])[N:13]([CH2:17][CH2:18][CH2:19][N:20]3[CH2:25][CH2:24][O:23][CH2:22][CH2:21]3)[C:12](=[O:26])[C:11]3=[CH:27][C:28](Br)=[C:8]4[C:9]([C:10]=23)=[C:4]([C:5](=[O:40])[N:6]([CH2:31][CH2:32][CH2:33][N:34]2[CH2:39][CH2:38][O:37][CH2:36][CH2:35]2)[C:7]4=[O:30])[CH:3]=1.[NH2:41][CH2:42][CH2:43][CH2:44][N:45]1[CH2:50][CH2:49][N:48]([CH3:51])[CH2:47][CH2:46]1. Product: [CH3:51][N:48]1[CH2:47][CH2:46][N:45]([CH2:44][CH2:43][CH2:42][NH:41][C:2]2[C:15]3[C:14](=[O:16])[N:13]([CH2:17][CH2:18][CH2:19][N:20]4[CH2:25][CH2:24][O:23][CH2:22][CH2:21]4)[C:12](=[O:26])[C:11]4=[CH:27][C:28]([NH:41][CH2:42][CH2:43][CH2:44][N:45]5[CH2:46][CH2:47][N:48]([CH3:51])[CH2:49][CH2:50]5)=[C:8]5[C:9]([C:10]=34)=[C:4]([C:5](=[O:40])[N:6]([CH2:31][CH2:32][CH2:33][N:34]3[CH2:39][CH2:38][O:37][CH2:36][CH2:35]3)[C:7]5=[O:30])[CH:3]=2)[CH2:50][CH2:49]1. The catalyst class is: 37.